Dataset: Full USPTO retrosynthesis dataset with 1.9M reactions from patents (1976-2016). Task: Predict the reactants needed to synthesize the given product. (1) Given the product [N:22]1([C:2]2[C:3]([N:8]3[CH2:11][CH:10]([C:12]4[CH:21]=[CH:20][C:19]5[C:14](=[CH:15][CH:16]=[CH:17][CH:18]=5)[N:13]=4)[CH2:9]3)=[N:4][CH:5]=[CH:6][N:7]=2)[CH2:27][CH2:26][CH2:25][CH2:24][CH2:23]1, predict the reactants needed to synthesize it. The reactants are: Cl[C:2]1[C:3]([N:8]2[CH2:11][CH:10]([C:12]3[CH:21]=[CH:20][C:19]4[C:14](=[CH:15][CH:16]=[CH:17][CH:18]=4)[N:13]=3)[CH2:9]2)=[N:4][CH:5]=[CH:6][N:7]=1.[NH:22]1[CH2:27][CH2:26][CH2:25][CH2:24][CH2:23]1.C(N(CC)CC)C. (2) Given the product [N+:11]([C:14]1[CH:22]=[CH:21][C:17]([C:18]2[S:10][C:3]3[CH:4]=[C:5]([O:8][CH3:9])[CH:6]=[CH:7][C:2]=3[N:1]=2)=[CH:16][CH:15]=1)([O-:13])=[O:12], predict the reactants needed to synthesize it. The reactants are: [NH2:1][C:2]1[CH:7]=[CH:6][C:5]([O:8][CH3:9])=[CH:4][C:3]=1[SH:10].[N+:11]([C:14]1[CH:22]=[CH:21][C:17]([C:18](Cl)=O)=[CH:16][CH:15]=1)([O-:13])=[O:12].C1(C)C=CC(S(O)(=O)=O)=CC=1.